Dataset: Aqueous solubility values for 9,982 compounds from the AqSolDB database. Task: Regression/Classification. Given a drug SMILES string, predict its absorption, distribution, metabolism, or excretion properties. Task type varies by dataset: regression for continuous measurements (e.g., permeability, clearance, half-life) or binary classification for categorical outcomes (e.g., BBB penetration, CYP inhibition). For this dataset (solubility_aqsoldb), we predict Y. (1) The drug is CN1C(=O)C23CC4=CC=CC(O)C4N2C(=O)C1(CO)SS3. The Y is -3.67 log mol/L. (2) The molecule is O=S1(=O)c2ccccc2-c2ccccc21. The Y is -4.57 log mol/L. (3) The molecule is CCCc1cc(F)ccc1O. The Y is -1.89 log mol/L. (4) The molecule is C=C(C)C(=O)OCCC[Si](OC)(OC)OC. The Y is -3.48 log mol/L. (5) The molecule is O[C@H]1CO[C@@H]2[C@H](O)CO[C@H]12. The Y is 1.18 log mol/L.